From a dataset of Reaction yield outcomes from USPTO patents with 853,638 reactions. Predict the reaction yield, written as a fraction of the theoretical maximum amount of product (1.0 means a 100% yield; for example, 0.34 means a 34% yield). (1) The reactants are [NH2:1][C:2]1[N:7]=[CH:6][C:5]([C:8]2[CH:30]=[CH:29][C:11]3[N:12]([C:25]([CH3:28])([CH3:27])[CH3:26])[C:13]([C:15]4[CH:24]=[CH:23][CH:22]=[CH:21][C:16]=4[C:17]([NH:19][OH:20])=[NH:18])=[N:14][C:10]=3[CH:9]=2)=[CH:4][N:3]=1.[Cl:31][C:32]([Cl:43])([Cl:42])[C:33](O[C:33](=O)[C:32]([Cl:43])([Cl:42])[Cl:31])=O.CCOC(C)=O. The catalyst is C1(C)C=CC=CC=1. The product is [C:25]([N:12]1[C:11]2[CH:29]=[CH:30][C:8]([C:5]3[CH:4]=[N:3][C:2]([NH2:1])=[N:7][CH:6]=3)=[CH:9][C:10]=2[N:14]=[C:13]1[C:15]1[CH:24]=[CH:23][CH:22]=[CH:21][C:16]=1[C:17]1[N:18]=[C:33]([C:32]([Cl:43])([Cl:42])[Cl:31])[O:20][N:19]=1)([CH3:26])([CH3:27])[CH3:28]. The yield is 0.670. (2) The reactants are [CH3:1][O:2][C:3]1[CH:4]=[C:5]([Mg]Br)[CH:6]=[CH:7][C:8]=1[O:9][CH3:10].[C:13]1(=[O:23])[O:18][C:16](=[O:17])[C@H:15]2[CH2:19][CH:20]=[CH:21][CH2:22][C@@H:14]12.[NH4+].[Cl-].Cl. The catalyst is C1COCC1.C(Cl)Cl. The product is [CH3:1][O:2][C:3]1[CH:4]=[C:5]([CH:6]=[CH:7][C:8]=1[O:9][CH3:10])[C:13]([CH:14]1[CH:15]([C:16]([OH:18])=[O:17])[CH2:19][CH:20]=[CH:21][CH2:22]1)=[O:23]. The yield is 0.100. (3) The reactants are [CH3:1][NH:2][C:3]([C:5]1[N:14]([CH:15]2[CH2:19][CH2:18][CH2:17][CH2:16]2)[C:8]2[N:9]=[C:10](Cl)[N:11]=[CH:12][C:7]=2[CH:6]=1)=[O:4].C(OC([N:27]1[CH2:32][CH2:31][N:30]([C:33]2[CH:34]=[N:35][C:36]([NH2:39])=[CH:37][CH:38]=2)[CH2:29][CH2:28]1)=O)(C)(C)C. No catalyst specified. The product is [CH3:1][NH:2][C:3]([C:5]1[N:14]([CH:15]2[CH2:19][CH2:18][CH2:17][CH2:16]2)[C:8]2[N:9]=[C:10]([NH:39][C:36]3[CH:37]=[CH:38][C:33]([N:30]4[CH2:29][CH2:28][NH:27][CH2:32][CH2:31]4)=[CH:34][N:35]=3)[N:11]=[CH:12][C:7]=2[CH:6]=1)=[O:4]. The yield is 0.770. (4) The reactants are Cl[CH2:2][C:3]1[N:8]=[N:7][C:6]([C:9]2[CH:10]=[C:11]([CH:18]=[CH:19][C:20]=2[F:21])[C:12]([NH:14][CH:15]2[CH2:17][CH2:16]2)=[O:13])=[CH:5][CH:4]=1.[N-:22]=[N+:23]=[N-:24].[Na+]. The catalyst is CN(C=O)C.CC(C)=O. The product is [N:22]([CH2:2][C:3]1[N:8]=[N:7][C:6]([C:9]2[CH:10]=[C:11]([CH:18]=[CH:19][C:20]=2[F:21])[C:12]([NH:14][CH:15]2[CH2:17][CH2:16]2)=[O:13])=[CH:5][CH:4]=1)=[N+:23]=[N-:24]. The yield is 0.920. (5) The reactants are [CH3:1][C:2]1[C:3]([CH2:8][N:9]([CH2:16][C:17]2[C:22]([CH3:23])=[CH:21][CH:20]=[CH:19][N:18]=2)[CH:10]2[CH2:15][CH2:14][NH:13][CH2:12][CH2:11]2)=[N:4][CH:5]=[CH:6][CH:7]=1.CCN(C(C)C)C(C)C.[C:33](Cl)(Cl)=[O:34].Cl.[CH2:38]([NH:45][OH:46])[C:39]1[CH:44]=[CH:43][CH:42]=[CH:41][CH:40]=1. The catalyst is C1(C)C=CC=CC=1. The product is [CH2:38]([N:45]([OH:46])[C:33]([N:13]1[CH2:14][CH2:15][CH:10]([N:9]([CH2:16][C:17]2[C:22]([CH3:23])=[CH:21][CH:20]=[CH:19][N:18]=2)[CH2:8][C:3]2[C:2]([CH3:1])=[CH:7][CH:6]=[CH:5][N:4]=2)[CH2:11][CH2:12]1)=[O:34])[C:39]1[CH:44]=[CH:43][CH:42]=[CH:41][CH:40]=1. The yield is 0.740. (6) The reactants are Cl[C:2]1[C:7]2[NH:8][C:9]3[C:14]([C:6]=2[C:5]([C:16]2[CH:21]=[CH:20][CH:19]=[C:18]([S:22]([CH2:25][CH3:26])(=[O:24])=[O:23])[CH:17]=2)=[CH:4][N:3]=1)=[CH:13][C:12]([CH3:15])=[CH:11][N:10]=3.[CH3:27][N:28]([CH3:33])[CH2:29][CH2:30][CH2:31][NH2:32]. No catalyst specified. The product is [CH2:25]([S:22]([C:18]1[CH:17]=[C:16]([C:5]2[C:6]3[C:14]4[CH:13]=[C:12]([CH3:15])[CH:11]=[N:10][C:9]=4[NH:8][C:7]=3[C:2]([NH:32][CH2:31][CH2:30][CH2:29][N:28]([CH3:33])[CH3:27])=[N:3][CH:4]=2)[CH:21]=[CH:20][CH:19]=1)(=[O:24])=[O:23])[CH3:26]. The yield is 0.550. (7) The reactants are [OH:1][C@@H:2]1[CH2:22][N:5]2[C:6](=[O:21])[N:7]([C:9]3[CH:14]=[CH:13][C:12]([O:15][CH2:16][C:17]([F:20])([F:19])[F:18])=[CH:11][CH:10]=3)[CH2:8][C@H:4]2[CH2:3]1.[H-].[Na+].Br[CH2:26][CH2:27][CH:28]([CH3:30])[CH3:29]. The catalyst is C1COCC1. The product is [CH3:29][CH:28]([CH3:30])[CH2:27][CH2:26][O:1][C@@H:2]1[CH2:22][N:5]2[C:6](=[O:21])[N:7]([C:9]3[CH:10]=[CH:11][C:12]([O:15][CH2:16][C:17]([F:20])([F:18])[F:19])=[CH:13][CH:14]=3)[CH2:8][C@H:4]2[CH2:3]1. The yield is 0.490.